The task is: Predict which catalyst facilitates the given reaction.. This data is from Catalyst prediction with 721,799 reactions and 888 catalyst types from USPTO. Reactant: Cl[C:2]1[C:11]2[C:6](=[CH:7][C:8]([O:14][CH3:15])=[C:9]([C:12]#[N:13])[CH:10]=2)[CH:5]=[C:4]([NH:16][C:17]2[CH:21]=[C:20]([CH3:22])[NH:19][N:18]=2)[N:3]=1. Product: [CH:8]([O:14][C:2]1[C:11]2[C:6](=[CH:7][C:8]([O:14][CH3:15])=[C:9]([C:12]#[N:13])[CH:10]=2)[CH:5]=[C:4]([NH:16][C:17]2[CH:21]=[C:20]([CH3:22])[NH:19][N:18]=2)[N:3]=1)([CH3:9])[CH3:7]. The catalyst class is: 32.